This data is from Full USPTO retrosynthesis dataset with 1.9M reactions from patents (1976-2016). The task is: Predict the reactants needed to synthesize the given product. (1) Given the product [Cl:10][C:11]1[CH:16]=[C:15]([N:7]2[CH2:8][CH2:9][C:4]3([CH2:3][CH2:2]3)[CH2:5][CH2:6]2)[C:14]([F:18])=[CH:13][N:12]=1, predict the reactants needed to synthesize it. The reactants are: Cl.[CH2:2]1[C:4]2([CH2:9][CH2:8][NH:7][CH2:6][CH2:5]2)[CH2:3]1.[Cl:10][C:11]1[CH:16]=[C:15](I)[C:14]([F:18])=[CH:13][N:12]=1.C(Cl)(Cl)Cl.C1C=CC(P(C2C(C3C(P(C4C=CC=CC=4)C4C=CC=CC=4)=CC=C4C=3C=CC=C4)=C3C(C=CC=C3)=CC=2)C2C=CC=CC=2)=CC=1.C(O[Na])(C)(C)C. (2) Given the product [Si:46]([O:33][CH2:32][C:24]1[CH:25]=[CH:26][CH:27]=[C:28]([N+:29]([O-:31])=[O:30])[C:23]=1[C:22]([NH:21][C:3]1[CH:4]=[C:5]([S:8]([N:11]2[C:20]3[C:15](=[CH:16][CH:17]=[CH:18][CH:19]=3)[CH2:14][CH2:13][CH2:12]2)(=[O:9])=[O:10])[CH:6]=[CH:7][C:2]=1[Cl:1])=[O:34])([C:42]([CH3:45])([CH3:44])[CH3:43])([CH3:48])[CH3:47], predict the reactants needed to synthesize it. The reactants are: [Cl:1][C:2]1[CH:7]=[CH:6][C:5]([S:8]([N:11]2[C:20]3[C:15](=[CH:16][CH:17]=[CH:18][CH:19]=3)[CH2:14][CH2:13][CH2:12]2)(=[O:10])=[O:9])=[CH:4][C:3]=1[NH:21][C:22](=[O:34])[C:23]1[C:28]([N+:29]([O-:31])=[O:30])=[CH:27][CH:26]=[CH:25][C:24]=1[CH2:32][OH:33].C(N(CC)CC)C.[C:42]([Si:46](Cl)([CH3:48])[CH3:47])([CH3:45])([CH3:44])[CH3:43].O.